Dataset: Full USPTO retrosynthesis dataset with 1.9M reactions from patents (1976-2016). Task: Predict the reactants needed to synthesize the given product. The reactants are: S(O)(=O)(=O)C.[NH2:6][C@@H:7]([CH2:23][C:24]1[CH:29]=[CH:28][C:27]([OH:30])=[C:26]([OH:31])[CH:25]=1)[C:8]([O:10][CH2:11][C@H:12]([O:14][C:15]([C:17]1[CH:22]=[CH:21][CH:20]=[CH:19][CH:18]=1)=[O:16])[CH3:13])=[O:9].C([N+](CCCC)(CCCC)CCCC)CCC.OC1C=C(C[C@H](N[C:63]([O:65][C:66]([CH3:69])([CH3:68])[CH3:67])=[O:64])C([O-])=O)C=CC=1O.C(=O)(O)[O-].[Cs+]. Given the product [C:66]([O:65][C:63]([NH:6][C@@H:7]([CH2:23][C:24]1[CH:29]=[CH:28][C:27]([OH:30])=[C:26]([OH:31])[CH:25]=1)[C:8]([O:10][CH2:11][C@H:12]([O:14][C:15]([C:17]1[CH:22]=[CH:21][CH:20]=[CH:19][CH:18]=1)=[O:16])[CH3:13])=[O:9])=[O:64])([CH3:69])([CH3:68])[CH3:67], predict the reactants needed to synthesize it.